Task: Predict which catalyst facilitates the given reaction.. Dataset: Catalyst prediction with 721,799 reactions and 888 catalyst types from USPTO (1) The catalyst class is: 135. Reactant: [Cl:1]C1SC2[NH:6][C:7]([C:9]([NH:11][CH:12]3[CH2:21][C:20]4[C:15](=CC=CC=4)[N:14](CCOC)[C:13]3=O)=[O:10])=[CH:8]C=2C=1.[ClH:28]. Product: [ClH:1].[ClH:28].[NH2:6][CH:7]1[CH2:8][C:13]2[C:12](=[CH:21][CH:20]=[CH:15][N:14]=2)[NH:11][C:9]1=[O:10]. (2) Reactant: [CH:1]1([C:4]2[C:14]3[CH2:13][CH2:12][N:11]([C:15]([O:17][C:18]([CH3:21])([CH3:20])[CH3:19])=[O:16])[CH2:10][CH2:9][C:8]=3[CH:7]=[C:6]3[O:22][CH2:23][CH2:24][N:25]([CH2:26][CH:27]([OH:31])[CH2:28][O:29][CH3:30])[C:5]=23)[CH2:3][CH2:2]1.[F:32][C:33]1[CH:38]=[CH:37][CH:36]=[CH:35][C:34]=1O.C(C=P(CCCC)(CCCC)CCCC)#N. Product: [CH:1]1([C:4]2[C:14]3[CH2:13][CH2:12][N:11]([C:15]([O:17][C:18]([CH3:21])([CH3:20])[CH3:19])=[O:16])[CH2:10][CH2:9][C:8]=3[CH:7]=[C:6]3[O:22][CH2:23][CH2:24][N:25]([CH2:26][CH:27]([O:31][C:34]4[CH:35]=[CH:36][CH:37]=[CH:38][C:33]=4[F:32])[CH2:28][O:29][CH3:30])[C:5]=23)[CH2:2][CH2:3]1. The catalyst class is: 11.